Dataset: Full USPTO retrosynthesis dataset with 1.9M reactions from patents (1976-2016). Task: Predict the reactants needed to synthesize the given product. (1) Given the product [NH2:39][C:34]1[CH:33]=[C:32]([C@@H:30]([OH:31])[CH2:29][N:8]([CH2:1][C:2]2[CH:7]=[CH:6][CH:5]=[CH:4][CH:3]=2)[CH2:9][CH2:10][O:11][C:12]2[CH:20]=[C:19]3[C:15]([C:16]([Cl:28])=[N:17][N:18]3[C:21]([O:23][C:24]([CH3:27])([CH3:26])[CH3:25])=[O:22])=[CH:14][CH:13]=2)[CH:37]=[CH:36][C:35]=1[Cl:38], predict the reactants needed to synthesize it. The reactants are: [CH2:1]([N:8]([CH2:29][C@@H:30]([C:32]1[CH:37]=[CH:36][C:35]([Cl:38])=[C:34]([N+:39]([O-])=O)[CH:33]=1)[OH:31])[CH2:9][CH2:10][O:11][C:12]1[CH:20]=[C:19]2[C:15]([C:16]([Cl:28])=[N:17][N:18]2[C:21]([O:23][C:24]([CH3:27])([CH3:26])[CH3:25])=[O:22])=[CH:14][CH:13]=1)[C:2]1[CH:7]=[CH:6][CH:5]=[CH:4][CH:3]=1. (2) The reactants are: COC1C=CC(C2CCC(=O)C2)=CC=1.COC1C=CC(C2CCC(=O)CC2)=CC=1.B1(B2OCC(C)(C)CO2)OCC(C)(C)CO1.CC1(C)C[O:51][B:50]([C:53]2[CH:54]=[C:55]([C@@H:61]3[CH2:65][CH2:64][C@H:63]([C:66]([O:68][CH3:69])=[O:67])[CH2:62]3)[CH:56]=[CH:57][C:58]=2[O:59][CH3:60])[O:49]C1. Given the product [CH3:60][O:59][C:58]1[CH:57]=[CH:56][C:55]([C@H:61]2[CH2:65][CH2:64][C@@H:63]([C:66]([O:68][CH3:69])=[O:67])[CH2:62]2)=[CH:54][C:53]=1[B:50]([OH:49])[OH:51], predict the reactants needed to synthesize it.